From a dataset of Catalyst prediction with 721,799 reactions and 888 catalyst types from USPTO. Predict which catalyst facilitates the given reaction. Reactant: [S:1]1[C:5]([C:6]([O:8]C)=[O:7])=[CH:4][C:3]2[CH:10]=[CH:11][C:12]([C:14]([O:16]C)=[O:15])=[CH:13][C:2]1=2.O.[OH-].[Li+].O.Cl. Product: [S:1]1[C:5]([C:6]([OH:8])=[O:7])=[CH:4][C:3]2[CH:10]=[CH:11][C:12]([C:14]([OH:16])=[O:15])=[CH:13][C:2]1=2. The catalyst class is: 5.